Dataset: Reaction yield outcomes from USPTO patents with 853,638 reactions. Task: Predict the reaction yield, written as a fraction of the theoretical maximum amount of product (1.0 means a 100% yield; for example, 0.34 means a 34% yield). (1) The reactants are [C:1]([C:3]1[C:4]([CH3:28])=[C:5]([C:22]2[CH:27]=[CH:26][CH:25]=[CH:24][CH:23]=2)[C:6](=O)[N:7]2[C:11]3[CH:12]=[CH:13][CH:14]=[C:15]([C:16]([O:18][CH2:19][CH3:20])=[O:17])[C:10]=3[NH:9][C:8]=12)#[N:2].P(Cl)(Cl)([Cl:31])=O. No catalyst specified. The product is [C:1]([C:3]1[C:8]2=[N:9][C:10]3[C:15]([C:16]([O:18][CH2:19][CH3:20])=[O:17])=[CH:14][CH:13]=[CH:12][C:11]=3[N:7]2[C:6]([Cl:31])=[C:5]([C:22]2[CH:27]=[CH:26][CH:25]=[CH:24][CH:23]=2)[C:4]=1[CH3:28])#[N:2]. The yield is 0.960. (2) The reactants are Br[C:2]1[C:3]([F:28])=[C:4]([C:24]([F:27])=[CH:25][CH:26]=1)[CH2:5][O:6][C:7]([N:9]1[CH2:14][CH2:13][N:12]([C:15]([O:17][C:18]([CH3:21])([CH3:20])[CH3:19])=[O:16])[CH2:11][C@H:10]1[CH2:22][CH3:23])=[O:8].[CH3:29]B1OB(C)OB(C)O1.C(=O)([O-])[O-].[K+].[K+]. The catalyst is O1CCOCC1.C1C=CC([P]([Pd]([P](C2C=CC=CC=2)(C2C=CC=CC=2)C2C=CC=CC=2)([P](C2C=CC=CC=2)(C2C=CC=CC=2)C2C=CC=CC=2)[P](C2C=CC=CC=2)(C2C=CC=CC=2)C2C=CC=CC=2)(C2C=CC=CC=2)C2C=CC=CC=2)=CC=1. The product is [F:28][C:3]1[C:2]([CH3:29])=[CH:26][CH:25]=[C:24]([F:27])[C:4]=1[CH2:5][O:6][C:7]([N:9]1[CH2:14][CH2:13][N:12]([C:15]([O:17][C:18]([CH3:21])([CH3:20])[CH3:19])=[O:16])[CH2:11][C@H:10]1[CH2:22][CH3:23])=[O:8]. The yield is 0.820.